This data is from Forward reaction prediction with 1.9M reactions from USPTO patents (1976-2016). The task is: Predict the product of the given reaction. (1) The product is: [CH3:14][O:13][C:10]1[C:11]2[N:12]=[C:22]([C:23]3[CH:24]=[N:25][CH:26]=[CH:27][CH:28]=3)[NH:1][C:2]=2[C:3]([C:4]([O:6][CH3:7])=[O:5])=[CH:8][CH:9]=1. Given the reactants [NH2:1][C:2]1[C:11]([NH2:12])=[C:10]([O:13][CH3:14])[CH:9]=[CH:8][C:3]=1[C:4]([O:6][CH3:7])=[O:5].C(N(CC)CC)C.[CH2:22](Cl)[C:23]1[CH:28]=[CH:27][CH:26]=[N:25][CH:24]=1, predict the reaction product. (2) Given the reactants [C:1]([O:5][C:6]([NH:8][CH:9]([CH:18]1[CH2:22][CH2:21][C:20](=[O:23])[O:19]1)[CH2:10][C@H:11]([CH3:17])[CH2:12][CH2:13]C(O)=O)=[O:7])([CH3:4])([CH3:3])[CH3:2].N1C=CC=CC=1.O, predict the reaction product. The product is: [C:1]([O:5][C:6](=[O:7])[NH:8][C@H:9]([CH:18]1[CH2:22][CH2:21][C:20](=[O:23])[O:19]1)[CH2:10][CH:11]([CH3:17])[CH:12]=[CH2:13])([CH3:2])([CH3:3])[CH3:4]. (3) Given the reactants C(N1C(=O)C(N)=C(N)N(CCCC)C1=O)C=C.[NH2:18][C:19]1[NH:24][C:23](=[O:25])[N:22]([CH2:26][C:27]2[CH:32]=[CH:31][CH:30]=[CH:29][CH:28]=2)[C:21](=[O:33])[C:20]=1[N:34]=O.C(N1C(=O)C(N=O)=C(N)N(CCCC)C1=O)C=C, predict the reaction product. The product is: [CH2:26]([N:22]1[C:21](=[O:33])[C:20]([NH2:34])=[C:19]([NH2:18])[NH:24][C:23]1=[O:25])[C:27]1[CH:28]=[CH:29][CH:30]=[CH:31][CH:32]=1.